From a dataset of Forward reaction prediction with 1.9M reactions from USPTO patents (1976-2016). Predict the product of the given reaction. (1) Given the reactants Cl[C:2]1[N:11]=[C:10]([NH:12][CH2:13][C:14]2[CH:19]=[CH:18][C:17]([NH:20][C:21](=[O:29])[C:22]3[CH:27]=[CH:26][C:25]([F:28])=[CH:24][CH:23]=3)=[CH:16][CH:15]=2)[C:9]2[C:4](=[CH:5][CH:6]=[CH:7][CH:8]=2)[N:3]=1.[CH2:30]([NH2:36])[C:31]1[O:35][CH:34]=[CH:33][CH:32]=1, predict the reaction product. The product is: [F:28][C:25]1[CH:26]=[CH:27][C:22]([C:21]([NH:20][C:17]2[CH:18]=[CH:19][C:14]([CH2:13][NH:12][C:10]3[C:9]4[C:4](=[CH:5][CH:6]=[CH:7][CH:8]=4)[N:3]=[C:2]([NH:36][CH2:30][C:31]4[O:35][CH:34]=[CH:33][CH:32]=4)[N:11]=3)=[CH:15][CH:16]=2)=[O:29])=[CH:23][CH:24]=1. (2) Given the reactants [CH3:1][O:2][C:3]1[CH:4]=[C:5]2[C:10](=[CH:11][C:12]=1[O:13][CH3:14])[N:9]=[CH:8][CH:7]=[C:6]2[O:15][C:16]1[CH:22]=[CH:21][C:19]([NH2:20])=[CH:18][CH:17]=1.Cl[C:24](Cl)([O:26]C(=O)OC(Cl)(Cl)Cl)Cl.[CH3:35][CH2:36][CH:37]([OH:41])[CH2:38][C:39]#[CH:40].C(=O)(O)[O-].[Na+], predict the reaction product. The product is: [CH3:1][O:2][C:3]1[CH:4]=[C:5]2[C:10](=[CH:11][C:12]=1[O:13][CH3:14])[N:9]=[CH:8][CH:7]=[C:6]2[O:15][C:16]1[CH:22]=[CH:21][C:19]([NH:20][C:24](=[O:26])[O:41][CH:37]([CH2:36][CH3:35])[CH2:38][C:39]#[CH:40])=[CH:18][CH:17]=1.